From a dataset of Reaction yield outcomes from USPTO patents with 853,638 reactions. Predict the reaction yield, written as a fraction of the theoretical maximum amount of product (1.0 means a 100% yield; for example, 0.34 means a 34% yield). (1) The reactants are Br[C:2]1[S:6][C:5]([C:7]2[N:8]=[C:9]3[CH:14]=[N:13][CH:12]=[CH:11][N:10]3[C:15]=2[NH:16][C:17]([CH3:24])([CH3:23])[CH2:18][C:19]([CH3:22])([CH3:21])[CH3:20])=[CH:4][CH:3]=1.[C:25]([C:27]1[CH:28]=[N:29][CH:30]=[CH:31][CH:32]=1)#[CH:26].C(N(CC)CC)C.C(=O)([O-])[O-].[Na+].[Na+]. The catalyst is CN(C=O)C.CC(=O)OCC.Cl[Pd](Cl)([P](C1C=CC=CC=1)(C1C=CC=CC=1)C1C=CC=CC=1)[P](C1C=CC=CC=1)(C1C=CC=CC=1)C1C=CC=CC=1.[Cu]I. The product is [N:29]1[CH:30]=[CH:31][CH:32]=[C:27]([C:25]#[C:26][C:2]2[S:6][C:5]([C:7]3[N:8]=[C:9]4[CH:14]=[N:13][CH:12]=[CH:11][N:10]4[C:15]=3[NH:16][C:17]([CH3:24])([CH3:23])[CH2:18][C:19]([CH3:20])([CH3:21])[CH3:22])=[CH:4][CH:3]=2)[CH:28]=1. The yield is 0.490. (2) The reactants are C(C1[CH:4]=[C:5]([C:16]([NH:18][CH2:19][C:20]2[C:21](=[O:30])[NH:22][C:23]([CH3:29])=[CH:24][C:25]=2[CH2:26][CH2:27][CH3:28])=[O:17])[C:6]2[C:7]([CH3:15])=[CH:8][N:9]([CH:12]([CH3:14])[CH3:13])[C:10]=2[CH:11]=1)#N.[OH-].[K+].C(O)C.CC[O:38][C:39]([CH3:41])=[O:40]. No catalyst specified. The product is [CH3:15][C:7]1[C:6]2[C:10](=[CH:11][C:41]([C:39]([OH:38])=[O:40])=[CH:4][C:5]=2[C:16]([NH:18][CH2:19][C:20]2[C:21](=[O:30])[NH:22][C:23]([CH3:29])=[CH:24][C:25]=2[CH2:26][CH2:27][CH3:28])=[O:17])[N:9]([CH:12]([CH3:13])[CH3:14])[CH:8]=1. The yield is 0.649. (3) No catalyst specified. The yield is 0.770. The reactants are [CH2:1]([C:3]1[C:8](=[O:9])[NH:7][C:6]([CH3:10])=[C:5]([C:11]2[S:15][C:14]([S:16]([Cl:19])(=[O:18])=[O:17])=[CH:13][CH:12]=2)[CH:4]=1)[CH3:2].[C:20]1([NH:26][CH2:27][C@@H:28]2[CH2:32][CH2:31][CH2:30][NH:29]2)[CH:25]=[CH:24][CH:23]=[CH:22][CH:21]=1. The product is [ClH:19].[CH2:1]([C:3]1[C:8](=[O:9])[NH:7][C:6]([CH3:10])=[C:5]([C:11]2[S:15][C:14]([S:16]([N:29]3[CH2:30][CH2:31][CH2:32][C@H:28]3[CH2:27][NH:26][C:20]3[CH:25]=[CH:24][CH:23]=[CH:22][CH:21]=3)(=[O:18])=[O:17])=[CH:13][CH:12]=2)[CH:4]=1)[CH3:2]. (4) The reactants are C([N:8]1[CH2:14][C:13]2[CH:15]=[CH:16][N:17]=[C:18]([Cl:19])[C:12]=2[O:11][CH2:10][CH2:9]1)C1C=CC=CC=1.ClC(OC(Cl)C)=O. The catalyst is C(#N)C. The product is [Cl:19][C:18]1[C:12]2[O:11][CH2:10][CH2:9][NH:8][CH2:14][C:13]=2[CH:15]=[CH:16][N:17]=1. The yield is 0.420. (5) The reactants are C1C=CC2N(O)N=NC=2C=1.CCN(C(C)C)C(C)C.[C:20]1([C:26]2[O:30][N:29]=[C:28]([C:31]([OH:33])=O)[CH:27]=2)[CH:25]=[CH:24][CH:23]=[CH:22][CH:21]=1.CCN=C=NCCCN(C)C.Cl.[NH2:46][CH2:47][C:48]([N:50]1[CH2:55][CH2:54][N:53]([C:56](=[O:68])[C:57]2[CH:62]=[C:61]([F:63])[CH:60]=[CH:59][C:58]=2[C:64]([F:67])([F:66])[F:65])[CH2:52][CH2:51]1)=[O:49]. The catalyst is CN(C=O)C.O. The product is [F:63][C:61]1[CH:60]=[CH:59][C:58]([C:64]([F:66])([F:65])[F:67])=[C:57]([CH:62]=1)[C:56]([N:53]1[CH2:54][CH2:55][N:50]([C:48](=[O:49])[CH2:47][NH:46][C:31]([C:28]2[CH:27]=[C:26]([C:20]3[CH:21]=[CH:22][CH:23]=[CH:24][CH:25]=3)[O:30][N:29]=2)=[O:33])[CH2:51][CH2:52]1)=[O:68]. The yield is 0.491. (6) The product is [CH3:15][C:16]1[CH:21]=[C:20]([C:2]2[CH:3]=[CH:4][C:5]3[N:12]4[CH2:13][C@H:8]([CH2:9][CH2:10][CH2:11]4)[NH:7][C:6]=3[N:14]=2)[CH:19]=[CH:18][N:17]=1. The catalyst is C(O)CCC.O.C1C=CC(/C=C/C(/C=C/C2C=CC=CC=2)=O)=CC=1.C1C=CC(/C=C/C(/C=C/C2C=CC=CC=2)=O)=CC=1.C1C=CC(/C=C/C(/C=C/C2C=CC=CC=2)=O)=CC=1.[Pd].[Pd]. The reactants are Cl[C:2]1[CH:3]=[CH:4][C:5]2[N:12]3[CH2:13][C@H:8]([CH2:9][CH2:10][CH2:11]3)[NH:7][C:6]=2[N:14]=1.[CH3:15][C:16]1[CH:21]=[C:20](B(O)O)[CH:19]=[CH:18][N:17]=1.P([O-])([O-])([O-])=O.[K+].[K+].[K+].CC(C1C=C(C(C)C)C(C2C=CC=CC=2P(C2CCCCC2)C2CCCCC2)=C(C(C)C)C=1)C. The yield is 0.679. (7) The reactants are C([O:8][C:9]1[CH:14]=[CH:13][C:12]([N:15]([CH3:26])[C:16]([NH:18][C:19]2[CH:24]=[CH:23][C:22]([F:25])=[CH:21][CH:20]=2)=[O:17])=[C:11]([F:27])[CH:10]=1)C1C=CC=CC=1. The catalyst is CO.[C].[Pd]. The product is [F:27][C:11]1[CH:10]=[C:9]([OH:8])[CH:14]=[CH:13][C:12]=1[N:15]([CH3:26])[C:16]([NH:18][C:19]1[CH:24]=[CH:23][C:22]([F:25])=[CH:21][CH:20]=1)=[O:17]. The yield is 0.711.